Dataset: Reaction yield outcomes from USPTO patents with 853,638 reactions. Task: Predict the reaction yield, written as a fraction of the theoretical maximum amount of product (1.0 means a 100% yield; for example, 0.34 means a 34% yield). (1) The reactants are [Cl:1][C:2]1[CH:3]=[CH:4][CH:5]=[C:6]2[C:15]=1[N:14]=[C:13]1[N:8]([CH2:9][CH2:10][CH2:11][O:12]1)[C:7]2=[O:16].[Cl:17][C:18]1[CH:23]=[CH:22][C:21]([N:24]2[CH2:30][CH:29]3[NH:31][CH:26]([CH2:27][CH2:28]3)[CH2:25]2)=[CH:20][CH:19]=1.C(N(CC)CC)C.C1(C)C=CC(S(O)(=O)=O)=CC=1. The catalyst is CC(N(C)C)=O.O. The product is [Cl:1][C:2]1[CH:3]=[CH:4][CH:5]=[C:6]2[C:15]=1[NH:14][C:13](=[O:12])[N:8]([CH2:9][CH2:10][CH2:11][N:31]1[CH:29]3[CH2:28][CH2:27][CH:26]1[CH2:25][N:24]([C:21]1[CH:22]=[CH:23][C:18]([Cl:17])=[CH:19][CH:20]=1)[CH2:30]3)[C:7]2=[O:16]. The yield is 0.833. (2) The catalyst is C(O)C.O. The yield is 0.851. The product is [Cl:1][C:2]1[CH:3]=[CH:4][C:5]([C:8]2[S:12][C:11]([C:13]([OH:15])=[O:14])=[C:10]([C:18]3[CH:23]=[CH:22][C:21]([S:24](=[O:26])(=[O:27])[NH2:25])=[CH:20][CH:19]=3)[C:9]=2[N:28]([CH3:30])[CH3:29])=[CH:6][CH:7]=1. The reactants are [Cl:1][C:2]1[CH:7]=[CH:6][C:5]([C:8]2[S:12][C:11]([C:13]([O:15]CC)=[O:14])=[C:10]([C:18]3[CH:23]=[CH:22][C:21]([S:24](=[O:27])(=[O:26])[NH2:25])=[CH:20][CH:19]=3)[C:9]=2[N:28]([CH3:30])[CH3:29])=[CH:4][CH:3]=1.[OH-].[Na+].Cl. (3) The reactants are OC(C(F)(F)F)=O.[NH:8]1[CH2:11][CH:10]([C:12]2[CH:33]=[CH:32][C:15]3[C:16]4[N:17]=[C:18]([C:24]5[N:25]([CH:29]([CH3:31])[CH3:30])[N:26]=[CH:27][N:28]=5)[S:19][C:20]=4[CH2:21][CH2:22][O:23][C:14]=3[CH:13]=2)[CH2:9]1.C(N(C(C)C)CC)(C)C.[O:43]1[C:45]([CH3:47])([CH3:46])[CH2:44]1. The catalyst is CO. The product is [CH:29]([N:25]1[C:24]([C:18]2[S:19][C:20]3[CH2:21][CH2:22][O:23][C:14]4[CH:13]=[C:12]([CH:10]5[CH2:11][N:8]([CH2:44][C:45]([CH3:47])([OH:43])[CH3:46])[CH2:9]5)[CH:33]=[CH:32][C:15]=4[C:16]=3[N:17]=2)=[N:28][CH:27]=[N:26]1)([CH3:31])[CH3:30]. The yield is 0.380. (4) The reactants are [C:1]([O:5][C:6]([N:8]1[CH2:13][CH2:12][N:11]([S:14]([C:17]2[CH:22]=[CH:21][C:20]([CH3:23])=[C:19]([N+:24]([O-])=O)[CH:18]=2)(=[O:16])=[O:15])[CH2:10][CH2:9]1)=[O:7])([CH3:4])([CH3:3])[CH3:2].[CH3:27]N(C)C=O. The catalyst is COC(OC)N(C)C. The product is [C:1]([O:5][C:6]([N:8]1[CH2:13][CH2:12][N:11]([S:14]([C:17]2[CH:18]=[C:19]3[C:20]([CH:23]=[CH:27][NH:24]3)=[CH:21][CH:22]=2)(=[O:16])=[O:15])[CH2:10][CH2:9]1)=[O:7])([CH3:4])([CH3:3])[CH3:2]. The yield is 0.820. (5) The reactants are [CH3:1][C:2]1[CH:7]=[C:6]([CH3:8])[CH:5]=[CH:4][C:3]=1[S:9][C:10]1[CH:16]=[CH:15][CH:14]=[CH:13][C:11]=1[NH2:12].Cl.[Cl:18][CH2:19][CH2:20][NH:21][CH2:22][CH2:23]Cl.COCCOCCO. The catalyst is O. The product is [CH3:8][C:6]1[CH:5]=[CH:4][C:3]([S:9][C:10]2[CH:16]=[CH:15][CH:14]=[CH:13][C:11]=2[N:12]2[CH2:23][CH2:22][NH:21][CH2:20][CH2:19]2)=[C:2]([CH3:1])[CH:7]=1.[ClH:18]. The yield is 0.530. (6) The reactants are [C:1]([O:8][CH3:9])(=[O:7])/[CH:2]=[CH:3]/[C:4]([OH:6])=[O:5].C(OC([N:17]1[CH2:22][CH2:21][N:20]([C:23](=[O:26])[CH2:24][Cl:25])[CH2:19][CH2:18]1)=O)(C)(C)C.Cl. The catalyst is CN1C(=O)CCC1.O1CCOCC1. The product is [ClH:25].[C:1]([O:8][CH3:9])(=[O:7])/[CH:2]=[CH:3]/[C:4]([O:6][CH2:24][C:23](=[O:26])[N:20]1[CH2:19][CH2:18][NH:17][CH2:22][CH2:21]1)=[O:5]. The yield is 0.410. (7) The reactants are [CH2:1]([O:8][C:9]1[CH:10]=[CH:11][C:12]([OH:17])=[C:13]([CH:16]=1)[CH:14]=[O:15])[C:2]1[CH:7]=[CH:6][CH:5]=[CH:4][CH:3]=1.[C:18]1([Li])[CH:23]=[CH:22][CH:21]=[CH:20][CH:19]=1. The catalyst is C1COCC1. The product is [CH2:1]([O:8][C:9]1[CH:10]=[CH:11][C:12]([OH:17])=[C:13]([CH:14]([OH:15])[C:18]2[CH:23]=[CH:22][CH:21]=[CH:20][CH:19]=2)[CH:16]=1)[C:2]1[CH:3]=[CH:4][CH:5]=[CH:6][CH:7]=1. The yield is 0.930. (8) The reactants are [CH2:1]([C@@H:8]1[NH:13][CH2:12][CH2:11][N:10]([C:14]2[CH:19]=[CH:18][C:17]([O:20][CH3:21])=[C:16]([O:22][CH:23]3[CH2:26][CH2:25][CH2:24]3)[CH:15]=2)[CH2:9]1)[C:2]1[CH:7]=[CH:6][CH:5]=[CH:4][CH:3]=1.C[O:28][C:29](=O)[CH2:30][C:31]1[O:35][C:34]([CH3:36])=[N:33][CH:32]=1. No catalyst specified. The product is [CH2:1]([C@H:8]1[CH2:9][N:10]([C:14]2[CH:19]=[CH:18][C:17]([O:20][CH3:21])=[C:16]([O:22][CH:23]3[CH2:26][CH2:25][CH2:24]3)[CH:15]=2)[CH2:11][CH2:12][N:13]1[C:29](=[O:28])[CH2:30][C:31]1[O:35][C:34]([CH3:36])=[N:33][CH:32]=1)[C:2]1[CH:3]=[CH:4][CH:5]=[CH:6][CH:7]=1. The yield is 0.540.